The task is: Binary Classification. Given a drug SMILES string, predict its activity (active/inactive) in a high-throughput screening assay against a specified biological target.. This data is from HIV replication inhibition screening data with 41,000+ compounds from the AIDS Antiviral Screen. (1) The compound is COCNC(=NC#N)NCOC. The result is 0 (inactive). (2) The molecule is COC1CCON1C(=O)c1ccccc1. The result is 0 (inactive). (3) The drug is CSc1ncc2c(C#N)c3[nH]c4ccccc4n3c(=O)c2n1. The result is 0 (inactive). (4) The drug is O=C1CC(=O)NC(NN2C(=O)C(=Cc3ccccc3)N=C2c2ccccc2)=N1. The result is 0 (inactive). (5) The compound is CC1=C2C(=C(CBr)OS1(=O)=O)C(=O)c1ccccc12. The result is 0 (inactive). (6) The compound is Cc1ccc(C)c(NC(=O)CCc2n[nH]c(=S)o2)c1. The result is 0 (inactive).